From a dataset of Reaction yield outcomes from USPTO patents with 853,638 reactions. Predict the reaction yield, written as a fraction of the theoretical maximum amount of product (1.0 means a 100% yield; for example, 0.34 means a 34% yield). (1) The reactants are [C:1]([OH:11])(=[O:10])[C@H:2]([CH:4]1[CH2:9][CH2:8][CH2:7][CH2:6][CH2:5]1)[OH:3].O1[B:17]([C@@H:18]([NH:23][C:24](=[O:37])[CH2:25][NH:26][C:27](=[O:36])[C:28]2[CH:33]=[C:32]([Cl:34])[CH:31]=[CH:30][C:29]=2[Cl:35])[CH2:19][CH:20]([CH3:22])[CH3:21])O[B:17]([C@@H:18]([NH:23][C:24](=[O:37])[CH2:25][NH:26][C:27](=[O:36])[C:28]2[CH:33]=[C:32]([Cl:34])[CH:31]=[CH:30][C:29]=2[Cl:35])[CH2:19][CH:20]([CH3:22])[CH3:21])O[B:17]1[C@@H:18]([NH:23][C:24](=[O:37])[CH2:25][NH:26][C:27](=[O:36])[C:28]1[CH:33]=[C:32]([Cl:34])[CH:31]=[CH:30][C:29]=1[Cl:35])[CH2:19][CH:20]([CH3:22])[CH3:21]. The catalyst is CCOC(C)=O. The product is [Cl:35][C:29]1[CH:30]=[CH:31][C:32]([Cl:34])=[CH:33][C:28]=1[C:27]([NH:26][CH2:25][C:24]([NH:23][C@H:18]([B:17]1[O:3][C@@H:2]([CH:4]2[CH2:9][CH2:8][CH2:7][CH2:6][CH2:5]2)[C:1](=[O:11])[O:10]1)[CH2:19][CH:20]([CH3:22])[CH3:21])=[O:37])=[O:36]. The yield is 0.930. (2) The reactants are [CH2:1]([N:8]1[C:16]2[C:11](=[CH:12][C:13]([C:17]([OH:26])([C:22]([F:25])([F:24])[F:23])[C:18]([F:21])([F:20])[F:19])=[CH:14][CH:15]=2)[CH:10]=[C:9]1[CH:27]=[O:28])[C:2]1[CH:7]=[CH:6][CH:5]=[CH:4][CH:3]=1.C1CCN2C(=NCCC2)CC1.[Si:40](Cl)([CH2:45][CH3:46])([CH2:43][CH3:44])[CH2:41][CH3:42].[NH4+].[Cl-]. The catalyst is CN(C=O)C.CCOCC. The product is [CH2:1]([N:8]1[C:16]2[C:11](=[CH:12][C:13]([C:17]([O:26][Si:40]([CH2:45][CH3:46])([CH2:43][CH3:44])[CH2:41][CH3:42])([C:22]([F:25])([F:23])[F:24])[C:18]([F:19])([F:20])[F:21])=[CH:14][CH:15]=2)[CH:10]=[C:9]1[CH:27]=[O:28])[C:2]1[CH:3]=[CH:4][CH:5]=[CH:6][CH:7]=1. The yield is 0.920. (3) The reactants are [N+:1]([C:4]1[CH:21]=[CH:20][C:7]([O:8][C:9]2[CH:10]=[C:11]3[C:15](=[CH:16][CH:17]=2)[C:14](=[O:18])[NH:13][C:12]3=[O:19])=[CH:6][CH:5]=1)([O-])=O. The catalyst is CC(O)=O.O.[Fe]. The product is [NH2:1][C:4]1[CH:21]=[CH:20][C:7]([O:8][C:9]2[CH:10]=[C:11]3[C:15](=[CH:16][CH:17]=2)[C:14](=[O:18])[NH:13][C:12]3=[O:19])=[CH:6][CH:5]=1. The yield is 0.750. (4) The reactants are [Li+].[BH4-].[C:3]([O:7][C:8]([N:10]1[CH2:15][CH2:14][C:13]2[N:16]([CH2:29][CH2:30][C:31](OC)=[O:32])[N:17]=[C:18]([C:19]3[CH:24]=[CH:23][C:22]([C:25]([F:28])([F:27])[F:26])=[CH:21][CH:20]=3)[C:12]=2[CH2:11]1)=[O:9])([CH3:6])([CH3:5])[CH3:4]. The catalyst is C1COCC1. The product is [C:3]([O:7][C:8]([N:10]1[CH2:15][CH2:14][C:13]2[N:16]([CH2:29][CH2:30][CH2:31][OH:32])[N:17]=[C:18]([C:19]3[CH:24]=[CH:23][C:22]([C:25]([F:28])([F:26])[F:27])=[CH:21][CH:20]=3)[C:12]=2[CH2:11]1)=[O:9])([CH3:6])([CH3:5])[CH3:4]. The yield is 0.950. (5) The catalyst is C(=O)([O-])[O-].[Na+].[Na+].O1CCOCC1. The reactants are [NH:1]1[CH2:9][CH2:8][CH:4]([C:5]([NH2:7])=[O:6])[CH2:3][CH2:2]1.[C:10]([OH:13])(=[O:12])C. The product is [C:5]([CH:4]1[CH2:8][CH2:9][N:1]([C:10]([O:13][C:4]([CH3:8])([CH3:5])[CH3:3])=[O:12])[CH2:2][CH2:3]1)(=[O:6])[NH2:7]. The yield is 0.824. (6) The reactants are [F:1][C:2]1[CH:3]=[C:4]([N+:14]([O-])=O)[CH:5]=[C:6]2[C:11]=1[N:10]([CH3:12])[C:9](=[O:13])[CH2:8][CH2:7]2.O.[Cl-].[NH4+].ClCCl. The catalyst is C(O)C.[Fe]. The product is [NH2:14][C:4]1[CH:5]=[C:6]2[C:11](=[C:2]([F:1])[CH:3]=1)[N:10]([CH3:12])[C:9](=[O:13])[CH2:8][CH2:7]2. The yield is 0.990.